Dataset: Full USPTO retrosynthesis dataset with 1.9M reactions from patents (1976-2016). Task: Predict the reactants needed to synthesize the given product. (1) Given the product [Br:20][C:15]1[CH:14]=[C:13]([C:12]2[C:7]3[N:6]=[CH:5][N:4]([CH:1]4[CH2:3][CH2:2]4)[C:8]=3[N:9]=[N:10][CH:11]=2)[CH:18]=[CH:17][C:16]=1[F:19], predict the reactants needed to synthesize it. The reactants are: [CH:1]1([N:4]2[C:8]3[N:9]=[N:10][CH:11]=[C:12]([C:13]4[CH:18]=[CH:17][C:16]([F:19])=[CH:15][CH:14]=4)[C:7]=3[N:6]=[CH:5]2)[CH2:3][CH2:2]1.[Br:20]N1C(C)(C)C(=O)N(Br)C1=O. (2) Given the product [CH3:19][O:20][C:24]1[CH:23]=[CH:22][NH:21][C:26]=1/[CH:25]=[C:3]1/[C:4]2[CH:9]=[C:8]([C:10]([NH2:12])=[O:11])[S:7][C:5]=2[NH:6][C:2]/1=[O:1], predict the reactants needed to synthesize it. The reactants are: [O:1]=[C:2]1[NH:6][C:5]2[S:7][C:8]([C:10]([NH2:12])=[O:11])=[CH:9][C:4]=2[CH2:3]1.CC1N=CNC=1[CH:19]=[O:20].[NH:21]1[CH2:26][CH2:25][CH2:24][CH2:23][CH2:22]1. (3) The reactants are: [CH3:1][N:2]1[CH2:11][CH2:10][C:9]2C(=CC=CC=2)[CH:3]1[C:12]([OH:14])=[O:13].CN1CCC1C(O)=O.C(N1CCC1C(O)=O)(C)C.C(NC(=O)[C@@H]1CCCN1)(C)(C)C.CN(C)[C@H](C(O)=O)COC.CN(C)[C@H](C(O)=O)[C@@H](C)OC.CN1C(C(O)=O)CC2C(=CC=CC=2)C1.C1C2C(=CC=CC=2)CC(C(O)=O)N1. Given the product [CH3:1][N:2]1[CH2:11][CH2:10][CH2:9][CH:3]1[C:12]([OH:14])=[O:13], predict the reactants needed to synthesize it. (4) Given the product [CH3:1][N:2]([CH3:3])[C:16](=[N:15][CH2:7][CH2:8][CH2:9][CH2:10][CH2:11][CH2:12][CH2:13][CH3:14])[CH3:17], predict the reactants needed to synthesize it. The reactants are: [CH3:1][N:2](C)[C:3](Cl)=O.[CH2:7]([NH:15][C:16](=O)[CH3:17])[CH2:8][CH2:9][CH2:10][CH2:11][CH2:12][CH2:13][CH3:14].[OH-].[Na+].C(=O)([O-])[O-].[Ca+2]. (5) Given the product [CH2:1]([O:3][C:4]([O:6][C:7]1[CH:15]=[CH:14][C:13]([C:16](=[O:24])[CH2:17][CH2:18][CH2:19][CH2:20][CH2:21][CH2:22][CH3:23])=[CH:12][C:8]=1[C:9]([O:34][O:33][C:31](=[O:32])[C:30]1[CH:25]=[CH:26][CH:27]=[CH:28][CH:29]=1)=[O:10])=[O:5])[CH3:2], predict the reactants needed to synthesize it. The reactants are: [CH2:1]([O:3][C:4]([O:6][C:7]1[CH:15]=[CH:14][C:13]([C:16](=[O:24])[CH2:17][CH2:18][CH2:19][CH2:20][CH2:21][CH2:22][CH3:23])=[CH:12][C:8]=1[C:9](Cl)=[O:10])=[O:5])[CH3:2].[CH:25]1[C:30]([C:31]([O:33][OH:34])=[O:32])=[CH:29][CH:28]=[CH:27][CH:26]=1.